Dataset: Forward reaction prediction with 1.9M reactions from USPTO patents (1976-2016). Task: Predict the product of the given reaction. Given the reactants [CH3:1][O:2][C:3]1[CH:4]=[C:5]([CH:9]=[CH:10][CH:11]=1)[C:6]([OH:8])=O.[NH:12]1[CH2:16][CH2:15][CH2:14][CH2:13]1.CN(C(ON1N=NC2C=CC=NC1=2)=[N+](C)C)C.F[P-](F)(F)(F)(F)F.CCN(C(C)C)C(C)C, predict the reaction product. The product is: [CH3:1][O:2][C:3]1[CH:4]=[C:5]([C:6]([N:12]2[CH2:16][CH2:15][CH2:14][CH2:13]2)=[O:8])[CH:9]=[CH:10][CH:11]=1.